Dataset: Reaction yield outcomes from USPTO patents with 853,638 reactions. Task: Predict the reaction yield, written as a fraction of the theoretical maximum amount of product (1.0 means a 100% yield; for example, 0.34 means a 34% yield). (1) The reactants are [N+:1]([C:4]1[CH:9]=[CH:8][C:7]([C:10]2([C:15]#[N:16])[CH2:14][CH2:13][CH2:12][CH2:11]2)=[CH:6][CH:5]=1)([O-])=O. The catalyst is CO.[Pd]. The product is [NH2:1][C:4]1[CH:5]=[CH:6][C:7]([C:10]2([C:15]#[N:16])[CH2:14][CH2:13][CH2:12][CH2:11]2)=[CH:8][CH:9]=1. The yield is 0.920. (2) The reactants are [CH3:1][S:2](Cl)(=[O:4])=[O:3].[NH2:6][C:7]1[CH:37]=[CH:36][C:10]2[N:11]=[C:12]([NH:14][C:15]3[CH:20]=[C:19]([CH2:21][C:22]4[CH:27]=[CH:26][CH:25]=[CH:24][CH:23]=4)[N:18]=[C:17]([NH:28][C@H:29]4[CH2:34][CH2:33][C@H:32]([OH:35])[CH2:31][CH2:30]4)[N:16]=3)[S:13][C:9]=2[CH:8]=1.C(N(C(C)C)C(C)C)C. The catalyst is O1CCCC1. The product is [OH:35][C@H:32]1[CH2:33][CH2:34][C@H:29]([NH:28][C:17]2[N:16]=[C:15]([NH:14][C:12]3[S:13][C:9]4[CH:8]=[C:7]([NH:6][S:2]([CH3:1])(=[O:4])=[O:3])[CH:37]=[CH:36][C:10]=4[N:11]=3)[CH:20]=[C:19]([CH2:21][C:22]3[CH:23]=[CH:24][CH:25]=[CH:26][CH:27]=3)[N:18]=2)[CH2:30][CH2:31]1. The yield is 0.340. (3) The yield is 0.900. The catalyst is C1COCC1.[Fe]. The product is [NH2:11][C:8]1[CH:9]=[CH:10][C:5]([O:4][C:3]2[CH:23]=[CH:24][C:25]([F:27])=[CH:26][C:2]=2[F:1])=[C:6]([C:14]2[C:15]([F:22])=[CH:16][C:17](=[O:21])[N:18]([CH3:20])[CH:19]=2)[CH:7]=1. The reactants are [F:1][C:2]1[CH:26]=[C:25]([F:27])[CH:24]=[CH:23][C:3]=1[O:4][C:5]1[CH:10]=[CH:9][C:8]([N+:11]([O-])=O)=[CH:7][C:6]=1[C:14]1[C:15]([F:22])=[CH:16][C:17](=[O:21])[N:18]([CH3:20])[CH:19]=1.[Cl-].[NH4+].O.C(O)C. (4) The reactants are [CH3:1][C:2]([O:14][Si](C)(C)C)([CH3:13])[C:3]#[C:4][C:5]([C:7]1[CH:12]=[CH:11][N:10]=[CH:9][CH:8]=1)=[O:6].CC1C=CC(S(O)(=O)=O)=CC=1. The catalyst is C(Cl)Cl.O. The product is [OH:14][C:2]([CH3:13])([CH3:1])[C:3]#[C:4][C:5]([C:7]1[CH:8]=[CH:9][N:10]=[CH:11][CH:12]=1)=[O:6]. The yield is 0.690. (5) The reactants are [N+:1]([C:4]1[CH:5]=[CH:6][C:7]2[O:11][C:10]([C:12]3[CH:17]=[CH:16][C:15]([O:18][C:19]([F:22])([F:21])[F:20])=[CH:14][CH:13]=3)=[N:9][C:8]=2[CH:23]=1)([O-])=O.C([O-])=O.[NH4+]. The catalyst is C(O)C.[Pd]. The product is [F:22][C:19]([F:20])([F:21])[O:18][C:15]1[CH:16]=[CH:17][C:12]([C:10]2[O:11][C:7]3[CH:6]=[CH:5][C:4]([NH2:1])=[CH:23][C:8]=3[N:9]=2)=[CH:13][CH:14]=1. The yield is 0.560. (6) The reactants are [CH3:1][Si:2]([C:7]1[CH:12]=[CH:11][CH:10]=[CH:9][CH:8]=1)([O:5][CH3:6])[O:3][CH3:4].[CH2:13](O)[CH2:14][CH2:15][CH2:16][CH2:17][CH2:18][CH2:19]C. No catalyst specified. The product is [CH3:1][Si:2]([C:7]1[CH:12]=[CH:11][CH:10]=[CH:9][CH:8]=1)([O:3][CH3:4])[O:5][CH2:6][CH2:13][CH2:14][CH2:15][CH2:16][CH2:17][CH2:18][CH3:19]. The yield is 0.680.